This data is from NCI-60 drug combinations with 297,098 pairs across 59 cell lines. The task is: Regression. Given two drug SMILES strings and cell line genomic features, predict the synergy score measuring deviation from expected non-interaction effect. (1) Drug 1: C1CNP(=O)(OC1)N(CCCl)CCCl. Drug 2: C1C(C(OC1N2C=NC3=C2NC=NCC3O)CO)O. Cell line: EKVX. Synergy scores: CSS=-2.22, Synergy_ZIP=-1.03, Synergy_Bliss=-5.03, Synergy_Loewe=-1.94, Synergy_HSA=-7.40. (2) Drug 1: C1CCC(C1)C(CC#N)N2C=C(C=N2)C3=C4C=CNC4=NC=N3. Drug 2: C1CN1P(=S)(N2CC2)N3CC3. Cell line: DU-145. Synergy scores: CSS=29.5, Synergy_ZIP=-6.44, Synergy_Bliss=-7.13, Synergy_Loewe=-20.8, Synergy_HSA=-6.14. (3) Drug 1: COC1=CC(=CC(=C1O)OC)C2C3C(COC3=O)C(C4=CC5=C(C=C24)OCO5)OC6C(C(C7C(O6)COC(O7)C8=CC=CS8)O)O. Drug 2: C1=CN(C=N1)CC(O)(P(=O)(O)O)P(=O)(O)O. Cell line: UACC-257. Synergy scores: CSS=-0.856, Synergy_ZIP=-3.45, Synergy_Bliss=-7.24, Synergy_Loewe=-28.5, Synergy_HSA=-6.68. (4) Drug 1: C1=C(C(=O)NC(=O)N1)N(CCCl)CCCl. Drug 2: CCN(CC)CCNC(=O)C1=C(NC(=C1C)C=C2C3=C(C=CC(=C3)F)NC2=O)C. Cell line: OVCAR3. Synergy scores: CSS=7.26, Synergy_ZIP=-6.46, Synergy_Bliss=-4.30, Synergy_Loewe=-8.85, Synergy_HSA=-8.12. (5) Drug 1: CC1OCC2C(O1)C(C(C(O2)OC3C4COC(=O)C4C(C5=CC6=C(C=C35)OCO6)C7=CC(=C(C(=C7)OC)O)OC)O)O. Drug 2: CC1=C(N=C(N=C1N)C(CC(=O)N)NCC(C(=O)N)N)C(=O)NC(C(C2=CN=CN2)OC3C(C(C(C(O3)CO)O)O)OC4C(C(C(C(O4)CO)O)OC(=O)N)O)C(=O)NC(C)C(C(C)C(=O)NC(C(C)O)C(=O)NCCC5=NC(=CS5)C6=NC(=CS6)C(=O)NCCC[S+](C)C)O. Cell line: SF-295. Synergy scores: CSS=62.3, Synergy_ZIP=-6.05, Synergy_Bliss=-0.667, Synergy_Loewe=1.40, Synergy_HSA=4.10. (6) Drug 1: COC1=NC(=NC2=C1N=CN2C3C(C(C(O3)CO)O)O)N. Drug 2: CC1=C(C(=O)C2=C(C1=O)N3CC4C(C3(C2COC(=O)N)OC)N4)N. Cell line: BT-549. Synergy scores: CSS=16.5, Synergy_ZIP=-2.35, Synergy_Bliss=-1.77, Synergy_Loewe=-20.6, Synergy_HSA=-5.77. (7) Drug 1: C(=O)(N)NO. Drug 2: N.N.Cl[Pt+2]Cl. Cell line: 786-0. Synergy scores: CSS=30.9, Synergy_ZIP=1.06, Synergy_Bliss=-1.000, Synergy_Loewe=-33.9, Synergy_HSA=-4.83. (8) Drug 1: CC1C(C(CC(O1)OC2CC(CC3=C2C(=C4C(=C3O)C(=O)C5=C(C4=O)C(=CC=C5)OC)O)(C(=O)C)O)N)O.Cl. Drug 2: C1=C(C(=O)NC(=O)N1)N(CCCl)CCCl. Cell line: NCI/ADR-RES. Synergy scores: CSS=16.2, Synergy_ZIP=-6.55, Synergy_Bliss=2.96, Synergy_Loewe=1.23, Synergy_HSA=1.60. (9) Drug 1: COC1=CC(=CC(=C1O)OC)C2C3C(COC3=O)C(C4=CC5=C(C=C24)OCO5)OC6C(C(C7C(O6)COC(O7)C8=CC=CS8)O)O. Drug 2: CN1C(=O)N2C=NC(=C2N=N1)C(=O)N. Cell line: M14. Synergy scores: CSS=30.6, Synergy_ZIP=3.93, Synergy_Bliss=2.96, Synergy_Loewe=-27.9, Synergy_HSA=-1.66. (10) Drug 1: C1C(C(OC1N2C=NC3=C(N=C(N=C32)Cl)N)CO)O. Drug 2: C1=NNC2=C1C(=O)NC=N2. Cell line: COLO 205. Synergy scores: CSS=42.2, Synergy_ZIP=-0.160, Synergy_Bliss=-1.51, Synergy_Loewe=-26.7, Synergy_HSA=-1.48.